This data is from Full USPTO retrosynthesis dataset with 1.9M reactions from patents (1976-2016). The task is: Predict the reactants needed to synthesize the given product. Given the product [CH:35]1(/[C:38](/[CH:20]=[CH:19]/[C:10]2([OH:18])[C:11]([CH3:17])([C:13]([F:16])([F:14])[F:15])[CH2:12][C:4]3([O:5][CH:6]([CH3:7])[CH:2]([CH3:1])[O:3]3)[CH:8]=[C:9]2[CH3:34])=[CH:39]/[C:40]([O:42][CH2:43][CH3:44])=[O:41])[CH2:37][CH2:36]1, predict the reactants needed to synthesize it. The reactants are: [CH3:1][CH:2]1[CH:6]([CH3:7])[O:5][C:4]2([CH2:12][C:11]([CH3:17])([C:13]([F:16])([F:15])[F:14])[C:10](/[CH:19]=[CH:20]/[Sn](CCCC)(CCCC)CCCC)([OH:18])[C:9]([CH3:34])=[CH:8]2)[O:3]1.[CH:35]1(/[C:38](/I)=[CH:39]/[C:40]([O:42][CH2:43][CH3:44])=[O:41])[CH2:37][CH2:36]1.[F-].[K+].